This data is from Forward reaction prediction with 1.9M reactions from USPTO patents (1976-2016). The task is: Predict the product of the given reaction. (1) Given the reactants CO[C:3]([C:5]1[C:6](=[O:17])[O:7][C:8]2[C:13]([C:14]=1[OH:15])=[CH:12][CH:11]=[C:10]([Cl:16])[CH:9]=2)=[O:4].[NH2:18][CH2:19][C:20]([O-:22])=[O:21].[Na+].Cl, predict the reaction product. The product is: [Cl:16][C:10]1[CH:9]=[C:8]2[C:13]([C:14]([OH:15])=[C:5]([C:3]([NH:18][CH2:19][C:20]([OH:22])=[O:21])=[O:4])[C:6](=[O:17])[O:7]2)=[CH:12][CH:11]=1. (2) Given the reactants Br[C:2]1[C:3]([Cl:20])=[C:4]2[CH:10]=[CH:9][N:8]([S:11]([C:14]3[CH:19]=[CH:18][CH:17]=[CH:16][CH:15]=3)(=[O:13])=[O:12])[C:5]2=[N:6][CH:7]=1.[C:21]1(B(O)O)[CH:26]=[CH:25][CH:24]=[CH:23][CH:22]=1.C1(C)C=CC=CC=1, predict the reaction product. The product is: [Cl:20][C:3]1[C:2]([C:21]2[CH:26]=[CH:25][CH:24]=[CH:23][CH:22]=2)=[CH:7][N:6]=[C:5]2[N:8]([S:11]([C:14]3[CH:19]=[CH:18][CH:17]=[CH:16][CH:15]=3)(=[O:13])=[O:12])[CH:9]=[CH:10][C:4]=12. (3) Given the reactants [N+:1]([C:4]1[N:9]=[CH:8][C:7]([O:10][C:11]2[CH:16]=[CH:15][N:14]=[C:13]([NH:17][C:18](=[O:22])[CH:19]([CH3:21])[CH3:20])[CH:12]=2)=[CH:6][CH:5]=1)([O-])=O.O.NN, predict the reaction product. The product is: [NH2:1][C:4]1[N:9]=[CH:8][C:7]([O:10][C:11]2[CH:16]=[CH:15][N:14]=[C:13]([NH:17][C:18](=[O:22])[CH:19]([CH3:20])[CH3:21])[CH:12]=2)=[CH:6][CH:5]=1. (4) Given the reactants Br[C:2]1[CH:3]=[C:4]([CH:16]=[O:17])[C:5]([N:8]2[CH2:13][C@@H:12]([CH3:14])[O:11][C@@H:10]([CH3:15])[CH2:9]2)=[N:6][CH:7]=1.[N:18]1[CH:23]=[CH:22][C:21](B(O)O)=[CH:20][CH:19]=1, predict the reaction product. The product is: [CH3:15][C@H:10]1[O:11][C@@H:12]([CH3:14])[CH2:13][N:8]([C:5]2[N:6]=[CH:7][C:2]([C:21]3[CH:22]=[CH:23][N:18]=[CH:19][CH:20]=3)=[CH:3][C:4]=2[CH:16]=[O:17])[CH2:9]1. (5) Given the reactants [Mg].Br[CH2:3][CH2:4][CH:5]([C:12]1[CH:17]=[CH:16][CH:15]=[CH:14][CH:13]=1)[C:6]1[CH:11]=[CH:10][CH:9]=[CH:8][CH:7]=1.[CH2:18]([N:25]1[C:29]([CH:30]=[O:31])=[CH:28][N:27]=[CH:26]1)[C:19]1[CH:24]=[CH:23][CH:22]=[CH:21][CH:20]=1.Cl, predict the reaction product. The product is: [CH2:18]([N:25]1[C:29]([CH:30]([OH:31])[CH2:3][CH2:4][CH:5]([C:12]2[CH:17]=[CH:16][CH:15]=[CH:14][CH:13]=2)[C:6]2[CH:11]=[CH:10][CH:9]=[CH:8][CH:7]=2)=[CH:28][N:27]=[CH:26]1)[C:19]1[CH:20]=[CH:21][CH:22]=[CH:23][CH:24]=1. (6) Given the reactants [Br:1][C:2]1[CH:7]=[CH:6][CH:5]=[CH:4][C:3]=1[SH:8].Br[CH:10]1[CH2:12][CH2:11]1.C(=O)([O-])[O-].[K+].[K+].O, predict the reaction product. The product is: [Br:1][C:2]1[CH:7]=[CH:6][CH:5]=[CH:4][C:3]=1[S:8][CH:10]1[CH2:12][CH2:11]1. (7) Given the reactants I[C:2]1[CH:3]=[C:4]([CH:7]=[CH:8][CH:9]=1)[C:5]#[N:6].[CH3:10][NH:11][C@H:12]([C:14]([OH:16])=[O:15])[CH3:13].C(=O)([O-])[O-].[Cs+].[Cs+].[OH-].[Na+], predict the reaction product. The product is: [C:5]([C:4]1[CH:3]=[C:2]([N:11]([CH3:10])[C@H:12]([C:14]([OH:16])=[O:15])[CH3:13])[CH:9]=[CH:8][CH:7]=1)#[N:6]. (8) Given the reactants [Cl:1][C:2]1[CH:10]=[CH:9][C:8]([C:11]2[C:12]([C@@H:23]([NH:33]C(=O)OC(C)(C)C)[CH2:24][C:25]3[CH:30]=[C:29]([F:31])[CH:28]=[C:27]([F:32])[CH:26]=3)=[N:13][C:14]([C:17]#[C:18][C:19]([OH:22])([CH3:21])[CH3:20])=[CH:15][CH:16]=2)=[C:7]2[C:3]=1[C:4]([NH:42][S:43]([C:46]([F:49])([F:48])[F:47])(=[O:45])=[O:44])=[N:5][N:6]2[CH3:41].FC(F)(F)C(O)=O, predict the reaction product. The product is: [NH2:33][C@H:23]([C:12]1[C:11]([C:8]2[CH:9]=[CH:10][C:2]([Cl:1])=[C:3]3[C:7]=2[N:6]([CH3:41])[N:5]=[C:4]3[NH:42][S:43]([C:46]([F:49])([F:47])[F:48])(=[O:45])=[O:44])=[CH:16][CH:15]=[C:14]([C:17]#[C:18][C:19]([OH:22])([CH3:20])[CH3:21])[N:13]=1)[CH2:24][C:25]1[CH:26]=[C:27]([F:32])[CH:28]=[C:29]([F:31])[CH:30]=1. (9) Given the reactants C([O:3][C:4](=[O:23])[C:5]([O:15][C:16]1[CH:21]=[CH:20][CH:19]=[CH:18][C:17]=1[F:22])([CH3:14])[CH2:6][C:7]1[CH:12]=[CH:11][C:10]([OH:13])=[CH:9][CH:8]=1)C.[CH:24]1([C:30]2[O:31][C:32]([CH3:48])=[C:33]([CH2:35][CH2:36]OS(C3C=CC(C)=CC=3)(=O)=O)[N:34]=2)[CH2:29][CH2:28][CH2:27][CH2:26][CH2:25]1, predict the reaction product. The product is: [CH:24]1([C:30]2[O:31][C:32]([CH3:48])=[C:33]([CH2:35][CH2:36][O:13][C:10]3[CH:9]=[CH:8][C:7]([CH2:6][C:5]([O:15][C:16]4[CH:21]=[CH:20][CH:19]=[CH:18][C:17]=4[F:22])([CH3:14])[C:4]([OH:3])=[O:23])=[CH:12][CH:11]=3)[N:34]=2)[CH2:25][CH2:26][CH2:27][CH2:28][CH2:29]1. (10) The product is: [CH2:1]([N:3]1[CH2:12][CH2:11][C:10]2[C:5](=[CH:6][C:7]([O:15][CH3:16])=[C:8]([O:13][CH3:14])[CH:9]=2)[C:4]21[CH2:21][CH2:20][CH:19]([C:22]([N:24]1[CH2:29][CH2:28][N:27]([C:30]3[CH:35]=[CH:34][N:33]=[C:32]([NH:36][C:53]([CH3:54])=[O:55])[CH:31]=3)[CH2:26][CH2:25]1)=[O:23])[CH2:18][CH:17]2[CH:37]1[C:46]2[C:41](=[CH:42][C:43]([O:49][CH3:50])=[C:44]([O:47][CH3:48])[CH:45]=2)[CH2:40][CH2:39][N:38]1[CH2:51][CH3:52])[CH3:2]. Given the reactants [CH2:1]([N:3]1[CH2:12][CH2:11][C:10]2[C:5](=[CH:6][C:7]([O:15][CH3:16])=[C:8]([O:13][CH3:14])[CH:9]=2)[C:4]21[CH2:21][CH2:20][CH:19]([C:22]([N:24]1[CH2:29][CH2:28][N:27]([C:30]3[CH:35]=[CH:34][N:33]=[C:32]([NH2:36])[CH:31]=3)[CH2:26][CH2:25]1)=[O:23])[CH2:18][CH:17]2[CH:37]1[C:46]2[C:41](=[CH:42][C:43]([O:49][CH3:50])=[C:44]([O:47][CH3:48])[CH:45]=2)[CH2:40][CH2:39][N:38]1[CH2:51][CH3:52])[CH3:2].[C:53](Cl)(=[O:55])[CH3:54], predict the reaction product.